Dataset: Full USPTO retrosynthesis dataset with 1.9M reactions from patents (1976-2016). Task: Predict the reactants needed to synthesize the given product. (1) Given the product [C:1]([N:4]1[CH2:9][CH2:8][N:7]([CH2:10][CH2:11][CH2:12][O:13][C:14]2[CH:23]=[C:22]3[C:17]([C:18]([NH:42][C:29]4[C:30]5[O:34][CH2:33][O:32][C:31]=5[C:35]([C:37]#[C:38][CH2:39][O:40][CH3:41])=[CH:36][C:28]=4[F:27])=[N:19][CH:20]=[N:21]3)=[CH:16][C:15]=2[O:25][CH3:26])[CH2:6][CH2:5]1)(=[O:3])[CH3:2], predict the reactants needed to synthesize it. The reactants are: [C:1]([N:4]1[CH2:9][CH2:8][N:7]([CH2:10][CH2:11][CH2:12][O:13][C:14]2[CH:23]=[C:22]3[C:17]([C:18](Cl)=[N:19][CH:20]=[N:21]3)=[CH:16][C:15]=2[O:25][CH3:26])[CH2:6][CH2:5]1)(=[O:3])[CH3:2].[F:27][C:28]1[CH:36]=[C:35]([C:37]#[C:38][CH2:39][O:40][CH3:41])[C:31]2[O:32][CH2:33][O:34][C:30]=2[C:29]=1[NH2:42].C[Si]([N-][Si](C)(C)C)(C)C.[Na+]. (2) Given the product [Cl:14][C:5]1[N:4]([CH3:15])[C:3](=[O:16])[C:2]([NH:1][C:26](=[O:33])[C:27]2[CH:32]=[CH:31][CH:30]=[CH:29][CH:28]=2)=[C:7]([C:8]2[CH:13]=[CH:12][N:11]=[CH:10][CH:9]=2)[N:6]=1, predict the reactants needed to synthesize it. The reactants are: [NH2:1][C:2]1[C:3](=[O:16])[N:4]([CH3:15])[C:5]([Cl:14])=[N:6][C:7]=1[C:8]1[CH:13]=[CH:12][N:11]=[CH:10][CH:9]=1.C(N(C(C)C)CC)(C)C.[C:26](Cl)(=[O:33])[C:27]1[CH:32]=[CH:31][CH:30]=[CH:29][CH:28]=1.